Dataset: Reaction yield outcomes from USPTO patents with 853,638 reactions. Task: Predict the reaction yield, written as a fraction of the theoretical maximum amount of product (1.0 means a 100% yield; for example, 0.34 means a 34% yield). (1) The reactants are CN(C=O)C.[CH3:6][O:7][C:8]1[CH:13]=[CH:12][C:11]([N+:14]([O-])=O)=[CH:10][C:9]=1[OH:17].Cl.Cl[CH2:20][CH2:21][N:22]1[CH2:26][CH2:25][CH2:24][CH2:23]1.C([O-])([O-])=O.[K+].[K+]. The catalyst is O. The product is [CH3:6][O:7][C:8]1[CH:13]=[CH:12][C:11]([NH2:14])=[CH:10][C:9]=1[O:17][CH2:20][CH2:21][N:22]1[CH2:26][CH2:25][CH2:24][CH2:23]1. The yield is 0.870. (2) The reactants are [N+:1]([C:4]1[CH:9]=[CH:8][C:7]([CH2:10][C@H:11]([NH:15][C:16]([O:18][C:19]([CH3:22])([CH3:21])[CH3:20])=[O:17])[C:12]([OH:14])=[O:13])=[CH:6][CH:5]=1)([O-:3])=[O:2].[C:23](=O)([O-])[O-].[Na+].[Na+].CI. The catalyst is CN(C=O)C. The product is [CH3:23][O:13][C:12](=[O:14])[C@@H:11]([NH:15][C:16]([O:18][C:19]([CH3:22])([CH3:21])[CH3:20])=[O:17])[CH2:10][C:7]1[CH:6]=[CH:5][C:4]([N+:1]([O-:3])=[O:2])=[CH:9][CH:8]=1. The yield is 0.980. (3) The reactants are [Cl:1][C:2]1[CH:10]=[C:9]2[C:5]([CH:6]=[CH:7][NH:8]2)=[CH:4][C:3]=1B1OCC(C)(C)CO1.CN(C=O)C.[C:24]([O-:27])([O-])=O.[K+].[K+].Br[C:31]1[CH:36]=[CH:35][C:34]([CH:37]2[CH2:40][NH:39][CH2:38]2)=[CH:33][CH:32]=1. The catalyst is O1CCOCC1.C1C=CC(P(C2C=CC=CC=2)[C-]2C=CC=C2)=CC=1.C1C=CC(P(C2C=CC=CC=2)[C-]2C=CC=C2)=CC=1.Cl[Pd]Cl.[Fe+2]. The product is [NH:39]1[CH2:40][CH:37]([C:34]2[CH:35]=[CH:36][C:31]([C:3]3[CH:4]=[C:5]4[C:9](=[CH:10][C:2]=3[Cl:1])[NH:8][CH:7]=[C:6]4[CH:24]=[O:27])=[CH:32][CH:33]=2)[CH2:38]1. The yield is 1.00. (4) The reactants are [Cl:1][C:2]1[CH:3]=[C:4]([CH:8]([C:16]2([OH:22])[CH2:21][CH2:20][CH2:19][CH2:18][CH2:17]2)[CH2:9][N:10]2[CH2:15][CH2:14][NH:13][CH2:12][CH2:11]2)[CH:5]=[CH:6][CH:7]=1.[ClH:23].C(OCC)C. The catalyst is CO. The product is [ClH:1].[ClH:23].[Cl:1][C:2]1[CH:3]=[C:4]([CH:8]([C:16]2([OH:22])[CH2:17][CH2:18][CH2:19][CH2:20][CH2:21]2)[CH2:9][N:10]2[CH2:15][CH2:14][NH:13][CH2:12][CH2:11]2)[CH:5]=[CH:6][CH:7]=1. The yield is 0.600.